This data is from Full USPTO retrosynthesis dataset with 1.9M reactions from patents (1976-2016). The task is: Predict the reactants needed to synthesize the given product. (1) Given the product [CH2:8]([O:10][C:11](=[O:22])/[C:12](/[C:14]1[CH:19]=[C:18]([Br:20])[CH:17]=[CH:16][C:15]=1[F:21])=[N:7]\[S@:5]([C:2]([CH3:4])([CH3:3])[CH3:1])=[O:6])[CH3:9], predict the reactants needed to synthesize it. The reactants are: [CH3:1][C:2]([S@@:5]([NH2:7])=[O:6])([CH3:4])[CH3:3].[CH2:8]([O:10][C:11](=[O:22])[C:12]([C:14]1[CH:19]=[C:18]([Br:20])[CH:17]=[CH:16][C:15]=1[F:21])=O)[CH3:9]. (2) Given the product [Cl:1][C:2]1[N:7]=[C:6]([C:8]([OH:10])=[O:9])[CH:5]=[C:4]([N:12]2[CH2:13][CH2:14][CH:15]([C:18]3[C:26]4[C:21](=[N:22][CH:23]=[CH:24][CH:25]=4)[NH:20][N:19]=3)[CH2:16][CH2:17]2)[N:3]=1, predict the reactants needed to synthesize it. The reactants are: [Cl:1][C:2]1[N:7]=[C:6]([C:8]([O:10]C)=[O:9])[CH:5]=[C:4]([N:12]2[CH2:17][CH2:16][CH:15]([C:18]3[C:26]4[C:21](=[N:22][CH:23]=[CH:24][CH:25]=4)[NH:20][N:19]=3)[CH2:14][CH2:13]2)[N:3]=1.O.CC([O-])(C)C.[K+].C(Cl)Cl.CO. (3) Given the product [OH:18][N:17]=[C:4]([C:6]1[CH:11]=[CH:10][C:9]([C:12]([F:15])([F:14])[F:13])=[CH:8][CH:7]=1)[CH2:3][O:2][CH3:1], predict the reactants needed to synthesize it. The reactants are: [CH3:1][O:2][CH2:3][C:4]([C:6]1[CH:11]=[CH:10][C:9]([C:12]([F:15])([F:14])[F:13])=[CH:8][CH:7]=1)=O.Cl.[NH2:17][OH:18].C(N(CC)CC)C. (4) Given the product [Cl:25][C:5]1[C:4]2[C:9](=[CH:10][CH:11]=[C:2]([CH:37]([C:36]3[N:32]([CH3:31])[CH:33]=[N:34][CH:35]=3)[OH:38])[CH:3]=2)[N:8]=[C:7]([O:12][CH3:13])[C:6]=1[CH2:14][C:15]1[CH:20]=[CH:19][C:18]([C:21]([F:24])([F:23])[F:22])=[CH:17][CH:16]=1, predict the reactants needed to synthesize it. The reactants are: Br[C:2]1[CH:3]=[C:4]2[C:9](=[CH:10][CH:11]=1)[N:8]=[C:7]([O:12][CH3:13])[C:6]([CH2:14][C:15]1[CH:20]=[CH:19][C:18]([C:21]([F:24])([F:23])[F:22])=[CH:17][CH:16]=1)=[C:5]2[Cl:25].[Li]CCCC.[CH3:31][N:32]1[C:36]([CH:37]=[O:38])=[CH:35][N:34]=[CH:33]1.C(=O)=O.